This data is from Reaction yield outcomes from USPTO patents with 853,638 reactions. The task is: Predict the reaction yield, written as a fraction of the theoretical maximum amount of product (1.0 means a 100% yield; for example, 0.34 means a 34% yield). (1) The reactants are [CH3:1][NH:2][C:3](=[O:11])[CH2:4][CH2:5][CH2:6][CH2:7][CH2:8][CH2:9][CH3:10].[H-].[Na+].[Br:14][C:15]1[CH:16]=[C:17]([CH:20]=[CH:21][CH:22]=1)[CH2:18]Br.O. The catalyst is O1CCCC1. The product is [CH3:1][N:2]([CH2:18][C:17]1[CH:20]=[CH:21][CH:22]=[C:15]([Br:14])[CH:16]=1)[C:3](=[O:11])[CH2:4][CH2:5][CH2:6][CH2:7][CH2:8][CH2:9][CH3:10]. The yield is 0.710. (2) The reactants are [NH2:1][C@H:2]([C:5]([OH:7])=[O:6])[CH2:3][OH:4].C(=O)([O-])[O-].[K+].[K+].[CH2:14](Br)[C:15]1[CH:20]=[CH:19][CH:18]=[CH:17][CH:16]=1. The catalyst is C(#N)C.O. The product is [CH2:14]([O:6][C:5](=[O:7])[C@@H:2]([N:1]([CH2:14][C:15]1[CH:20]=[CH:19][CH:18]=[CH:17][CH:16]=1)[CH2:14][C:15]1[CH:20]=[CH:19][CH:18]=[CH:17][CH:16]=1)[CH2:3][OH:4])[C:15]1[CH:20]=[CH:19][CH:18]=[CH:17][CH:16]=1. The yield is 0.520. (3) The reactants are [F:1][C:2]1[CH:3]=[C:4]2[C:8](=[CH:9][CH:10]=1)[NH:7][C:6](=[O:11])[C:5]2=O.[NH2:13][C:14]1[CH:15]=[C:16]2[C:20](=[CH:21][CH:22]=1)[NH:19][N:18]=[CH:17]2. The catalyst is O. The product is [NH:19]1[C:20]2[C:16](=[CH:15][C:14]([N:13]=[C:5]3[C:4]4[C:8](=[CH:9][CH:10]=[C:2]([F:1])[CH:3]=4)[NH:7][C:6]3=[O:11])=[CH:22][CH:21]=2)[CH:17]=[N:18]1. The yield is 0.430. (4) The reactants are [NH:1]1[C:9]2[C:4](=[CH:5][CH:6]=[CH:7][CH:8]=2)[C:3]([C:10]#[N:11])=[CH:2]1.[CH2:12]([O:14][CH:15](OCC)[O:16][CH2:17][CH3:18])[CH3:13]. No catalyst specified. The product is [CH2:12]([O:14][CH:15]([O:16][CH2:17][CH3:18])[N:1]1[C:9]2[C:4](=[CH:5][CH:6]=[CH:7][CH:8]=2)[C:3]([C:10]#[N:11])=[CH:2]1)[CH3:13]. The yield is 0.860. (5) The reactants are [Cl:1][C:2]1[CH:7]=[CH:6][C:5]([C:8]2[C:9]([C:18]3[CH:23]=[CH:22][CH:21]=[CH:20][C:19]=3[CH3:24])=[N:10][CH:11]=[C:12]([CH:17]=2)[C:13](OC)=[O:14])=[CH:4][C:3]=1[O:25][CH2:26][CH2:27][CH2:28][N:29]([CH3:31])[CH3:30].[NH2:32][CH:33]([CH:38]([CH3:40])[CH3:39])[CH2:34][C:35]([OH:37])=[O:36]. No catalyst specified. The product is [ClH:1].[Cl:1][C:2]1[CH:7]=[CH:6][C:5]([C:8]2[CH:17]=[C:12]([C:13]([NH:32][CH:33]([CH:38]([CH3:40])[CH3:39])[CH2:34][C:35]([OH:37])=[O:36])=[O:14])[CH:11]=[N:10][C:9]=2[C:18]2[CH:23]=[CH:22][CH:21]=[CH:20][C:19]=2[CH3:24])=[CH:4][C:3]=1[O:25][CH2:26][CH2:27][CH2:28][N:29]([CH3:30])[CH3:31]. The yield is 0.130. (6) The reactants are [Cu][C:2]#[N:3].[C:4]([O:8][C:9]([N:11]1[CH2:15][CH2:14][C:13]([C:23]([C:25]2[CH:26]=[C:27]3[C:31](=[CH:32][CH:33]=2)[N:30]([S:34]([C:37]2[CH:42]=[CH:41][CH:40]=[CH:39][CH:38]=2)(=[O:36])=[O:35])[CH:29]=[C:28]3I)=[O:24])([CH2:16][C:17]2[CH:22]=[CH:21][CH:20]=[CH:19][CH:18]=2)[CH2:12]1)=[O:10])([CH3:7])([CH3:6])[CH3:5]. The catalyst is C1(P(C2C=CC=CC=2)[C-]2C=CC=C2)C=CC=CC=1.[C-]1(P(C2C=CC=CC=2)C2C=CC=CC=2)C=CC=C1.[Fe+2].[Pd].[Pd].C(=CC(C=CC1C=CC=CC=1)=O)C1C=CC=CC=1.C(=CC(C=CC1C=CC=CC=1)=O)C1C=CC=CC=1.C(=CC(C=CC1C=CC=CC=1)=O)C1C=CC=CC=1.O1CCOCC1. The product is [C:4]([O:8][C:9]([N:11]1[CH2:15][CH2:14][C:13]([C:23]([C:25]2[CH:26]=[C:27]3[C:31](=[CH:32][CH:33]=2)[N:30]([S:34]([C:37]2[CH:38]=[CH:39][CH:40]=[CH:41][CH:42]=2)(=[O:36])=[O:35])[CH:29]=[C:28]3[C:2]#[N:3])=[O:24])([CH2:16][C:17]2[CH:18]=[CH:19][CH:20]=[CH:21][CH:22]=2)[CH2:12]1)=[O:10])([CH3:7])([CH3:5])[CH3:6]. The yield is 0.950. (7) The reactants are CS(C)=O.C(Cl)(=O)C(Cl)=O.[Cl:11][C:12]1[CH:29]=[C:28]([Cl:30])[CH:27]=[CH:26][C:13]=1[CH2:14][N:15]1[C:19]([CH2:20][OH:21])=[CH:18][C:17]([O:22][CH:23]([CH3:25])[CH3:24])=[N:16]1.Cl. The catalyst is ClCCl.C(N(CC)CC)C. The product is [Cl:11][C:12]1[CH:29]=[C:28]([Cl:30])[CH:27]=[CH:26][C:13]=1[CH2:14][N:15]1[C:19]([CH:20]=[O:21])=[CH:18][C:17]([O:22][CH:23]([CH3:25])[CH3:24])=[N:16]1. The yield is 0.950. (8) The reactants are [N:1]1[CH:6]=[CH:5][CH:4]=[C:3]2[CH2:7][CH2:8][CH2:9][CH2:10][CH2:11][C:2]=12.C1C=C(Cl)C=C(C(OO)=[O:20])C=1. The yield is 0.660. The catalyst is C(Cl)Cl. The product is [N+:1]1([O-:20])[CH:6]=[CH:5][CH:4]=[C:3]2[CH2:7][CH2:8][CH2:9][CH2:10][CH2:11][C:2]=12. (9) The reactants are [C:1]([C:4](=[CH:10]OCC)[C:5]([O:7][CH2:8][CH3:9])=[O:6])(=O)[CH3:2].[NH2:14][C:15]([S:17][CH3:18])=[NH:16].C(N(CC)CC)C. The catalyst is CCO. The product is [CH2:8]([O:7][C:5]([C:4]1[C:1]([CH3:2])=[N:14][C:15]([S:17][CH3:18])=[N:16][CH:10]=1)=[O:6])[CH3:9]. The yield is 0.810.